From a dataset of Full USPTO retrosynthesis dataset with 1.9M reactions from patents (1976-2016). Predict the reactants needed to synthesize the given product. Given the product [CH2:1]([O:3][C@@H:4]1[CH2:8][N:7]([CH:9]2[CH2:14][CH2:13][O:12][CH2:11][CH2:10]2)[CH2:6][C@H:5]1[NH:15][C:25](=[O:26])[CH2:24][NH:23][C:21](=[O:22])[C:20]1[CH:28]=[CH:29][CH:30]=[C:18]([C:17]([F:16])([F:32])[F:31])[CH:19]=1)[CH3:2], predict the reactants needed to synthesize it. The reactants are: [CH2:1]([O:3][C@@H:4]1[CH2:8][N:7]([CH:9]2[CH2:14][CH2:13][O:12][CH2:11][CH2:10]2)[CH2:6][C@H:5]1[NH2:15])[CH3:2].[F:16][C:17]([F:32])([F:31])[C:18]1[CH:19]=[C:20]([CH:28]=[CH:29][CH:30]=1)[C:21]([NH:23][CH2:24][C:25](O)=[O:26])=[O:22].CN(C(ON1N=NC2C=CC=NC1=2)=[N+](C)C)C.F[P-](F)(F)(F)(F)F.C1C=CC2N(O)N=NC=2C=1.CCN(C(C)C)C(C)C.[NH4+].[OH-].